Dataset: Plasma protein binding rate (PPBR) regression data from AstraZeneca. Task: Regression/Classification. Given a drug SMILES string, predict its absorption, distribution, metabolism, or excretion properties. Task type varies by dataset: regression for continuous measurements (e.g., permeability, clearance, half-life) or binary classification for categorical outcomes (e.g., BBB penetration, CYP inhibition). For this dataset (ppbr_az), we predict Y. (1) The compound is C[C@@](C(=O)O[C@H]1C[N+]2(CC(=O)Nc3ccccn3)CCC1CC2)(c1ccccc1)N1CCCCC1. The Y is 88.3 %. (2) The molecule is CC(=O)Nc1cnc2ccn(-c3cc(NC4CC4)n4ncc(C#N)c4n3)c2c1. The Y is 97.5 %.